Dataset: Forward reaction prediction with 1.9M reactions from USPTO patents (1976-2016). Task: Predict the product of the given reaction. (1) Given the reactants [Br:1][C:2]1[CH:10]=[CH:9][C:5]([C:6]([OH:8])=O)=[C:4]([F:11])[CH:3]=1.C(Cl)(=O)C(Cl)=O.C(N(CC)CC)C.[CH:25]1([NH2:28])[CH2:27][CH2:26]1, predict the reaction product. The product is: [Br:1][C:2]1[CH:10]=[CH:9][C:5]([C:6]([NH:28][CH:25]2[CH2:27][CH2:26]2)=[O:8])=[C:4]([F:11])[CH:3]=1. (2) Given the reactants [Cl:1][C:2]1[N:11]=[CH:10][C:9]([Cl:12])=[CH:8][C:3]=1[C:4]([O:6][CH3:7])=[O:5].FC(F)(F)C(O)=[O:16].OO, predict the reaction product. The product is: [Cl:1][C:2]1[N+:11]([O-:16])=[CH:10][C:9]([Cl:12])=[CH:8][C:3]=1[C:4]([O:6][CH3:7])=[O:5]. (3) Given the reactants [NH:1]1[CH2:5][CH2:4][C@@H:3]([OH:6])[CH2:2]1.F[C:8]1[CH:15]=[CH:14][C:11]([C:12]#[N:13])=[CH:10][CH:9]=1.CS(C)=O.C([O-])([O-])=O.[K+].[K+], predict the reaction product. The product is: [OH:6][C@@H:3]1[CH2:4][CH2:5][N:1]([C:8]2[CH:15]=[CH:14][C:11]([C:12]#[N:13])=[CH:10][CH:9]=2)[CH2:2]1. (4) The product is: [C:2]([OH:9])(=[O:29])[C:3]1[CH:8]=[CH:7][CH:6]=[N:5][CH:4]=1. Given the reactants Cl.[C:2](Cl)(=[O:9])[C:3]1[CH:8]=[CH:7][CH:6]=[N:5][CH:4]=1.C([OH:29])CCCCCCC/C=C\CCCCCCCC.N1C=CC=CC=1, predict the reaction product. (5) The product is: [CH2:17]([C:19]1[CH:24]=[CH:23][C:22]([C:2]2[C:7]([O:8][CH2:9][C:10]([F:13])([F:12])[F:11])=[N:6][CH:5]=[C:4]([CH:3]=2)[C:14]([OH:16])=[O:15])=[CH:21][CH:20]=1)[CH3:18]. Given the reactants Br[C:2]1[CH:3]=[C:4]([C:14]([OH:16])=[O:15])[CH:5]=[N:6][C:7]=1[O:8][CH2:9][C:10]([F:13])([F:12])[F:11].[CH2:17]([C:19]1[CH:24]=[CH:23][C:22](B(O)O)=[CH:21][CH:20]=1)[CH3:18], predict the reaction product.